This data is from NCI-60 drug combinations with 297,098 pairs across 59 cell lines. The task is: Regression. Given two drug SMILES strings and cell line genomic features, predict the synergy score measuring deviation from expected non-interaction effect. (1) Drug 1: CC12CCC3C(C1CCC2O)C(CC4=C3C=CC(=C4)O)CCCCCCCCCS(=O)CCCC(C(F)(F)F)(F)F. Cell line: SK-MEL-28. Drug 2: C1CC(=O)NC(=O)C1N2C(=O)C3=CC=CC=C3C2=O. Synergy scores: CSS=-4.34, Synergy_ZIP=0.170, Synergy_Bliss=-3.77, Synergy_Loewe=-4.45, Synergy_HSA=-5.41. (2) Drug 1: COC1=C(C=C2C(=C1)N=CN=C2NC3=CC(=C(C=C3)F)Cl)OCCCN4CCOCC4. Drug 2: C1C(C(OC1N2C=C(C(=O)NC2=O)F)CO)O. Cell line: MALME-3M. Synergy scores: CSS=30.3, Synergy_ZIP=-1.01, Synergy_Bliss=1.64, Synergy_Loewe=3.53, Synergy_HSA=4.02. (3) Drug 1: CCCCC(=O)OCC(=O)C1(CC(C2=C(C1)C(=C3C(=C2O)C(=O)C4=C(C3=O)C=CC=C4OC)O)OC5CC(C(C(O5)C)O)NC(=O)C(F)(F)F)O. Drug 2: N.N.Cl[Pt+2]Cl. Cell line: SF-295. Synergy scores: CSS=56.5, Synergy_ZIP=-2.40, Synergy_Bliss=-0.720, Synergy_Loewe=-7.27, Synergy_HSA=-0.334.